From a dataset of Peptide-MHC class II binding affinity with 134,281 pairs from IEDB. Regression. Given a peptide amino acid sequence and an MHC pseudo amino acid sequence, predict their binding affinity value. This is MHC class II binding data. (1) The peptide sequence is KLTVVVGDIIGVLEQ. The MHC is DRB1_1302 with pseudo-sequence DRB1_1302. The binding affinity (normalized) is 0.429. (2) The peptide sequence is RVIAQGPTATFEAMY. The MHC is HLA-DQA10104-DQB10503 with pseudo-sequence HLA-DQA10104-DQB10503. The binding affinity (normalized) is 0.0704. (3) The peptide sequence is SQILELSWNLNGLQAY. The MHC is DRB1_0802 with pseudo-sequence DRB1_0802. The binding affinity (normalized) is 0.604. (4) The peptide sequence is TRKIMKVVNRWLFRH. The MHC is HLA-DQA10601-DQB10402 with pseudo-sequence HLA-DQA10601-DQB10402. The binding affinity (normalized) is 0. (5) The peptide sequence is NQDLELSWNLNGLQAY. The MHC is HLA-DQA10101-DQB10501 with pseudo-sequence HLA-DQA10101-DQB10501. The binding affinity (normalized) is 0.639. (6) The peptide sequence is SYLIRALTLNTMTKD. The MHC is DRB1_1101 with pseudo-sequence DRB1_1101. The binding affinity (normalized) is 0.479. (7) The peptide sequence is DRWLDLRYVGPASAD. The MHC is HLA-DPA10103-DPB10301 with pseudo-sequence HLA-DPA10103-DPB10301. The binding affinity (normalized) is 0.596.